Task: Predict the reactants needed to synthesize the given product.. Dataset: Full USPTO retrosynthesis dataset with 1.9M reactions from patents (1976-2016) (1) Given the product [Cl:27][C:24]1[CH:25]=[CH:26][C:21]([CH:10]2[C:5]3[N:6]([CH:7]([CH3:9])[CH3:8])[C:2]([C:36]4[C:31]([O:30][CH3:29])=[N:32][C:33]([N:46]([CH3:47])[CH3:48])=[N:34][CH:35]=4)=[CH:3][C:4]=3[C:12](=[O:13])[N:11]2[C:14]2[N:15]([CH3:20])[N:16]=[C:17]([CH3:19])[CH:18]=2)=[C:22]([F:28])[CH:23]=1, predict the reactants needed to synthesize it. The reactants are: Br[C:2]1[N:6]([CH:7]([CH3:9])[CH3:8])[C:5]2[CH:10]([C:21]3[CH:26]=[CH:25][C:24]([Cl:27])=[CH:23][C:22]=3[F:28])[N:11]([C:14]3[N:15]([CH3:20])[N:16]=[C:17]([CH3:19])[CH:18]=3)[C:12](=[O:13])[C:4]=2[CH:3]=1.[CH3:29][O:30][C:31]1[C:36](B2OC(C)(C)C(C)(C)O2)=[CH:35][N:34]=[C:33]([N:46]([CH3:48])[CH3:47])[N:32]=1.BrC1N(C(C)C)C2C(C3C=CC(Cl)=CC=3)N(C3C=C(Cl)C=CC=3C)C(=O)C=2C=1.COC1C(B2OC(C)(C)C(C)(C)O2)=CN=C(N)N=1. (2) Given the product [CH2:1]([O:3][C:4](=[O:29])[CH2:5][C:6]1[CH:11]=[CH:10][CH:9]=[C:8]([O:12][C:13]2[CH:18]=[CH:17][C:16]([C:19]([F:22])([F:21])[F:20])=[CH:15][C:14]=2[CH2:23][N:30]=[N+:31]=[N-:32])[CH:7]=1)[CH3:2], predict the reactants needed to synthesize it. The reactants are: [CH2:1]([O:3][C:4](=[O:29])[CH2:5][C:6]1[CH:11]=[CH:10][CH:9]=[C:8]([O:12][C:13]2[CH:18]=[CH:17][C:16]([C:19]([F:22])([F:21])[F:20])=[CH:15][C:14]=2[CH2:23]OS(C)(=O)=O)[CH:7]=1)[CH3:2].[N-:30]=[N+:31]=[N-:32].[Na+]. (3) The reactants are: [OH:1][C@H:2]([C@@H:19]([OH:26])[C:20]1[CH:25]=[CH:24][CH:23]=[CH:22][CH:21]=1)[C:3]([C:5]1[CH:17]=[CH:16][C:8]2[N:9]([CH3:15])[C:10]([CH:12]3[CH2:14][CH2:13]3)=[N:11][C:7]=2[C:6]=1O)=[O:4].[C:27](OC)(OC)([O:29]C)[CH3:28].C1(C)C=CC(S([O-])(=O)=O)=CC=1.[NH+]1C=CC=CC=1.C(O)=O. Given the product [C:27]([O:1][C@H:2]1[C:3](=[O:4])[C:5]2[CH:17]=[CH:16][C:8]3[N:9]([CH3:15])[C:10]([CH:12]4[CH2:14][CH2:13]4)=[N:11][C:7]=3[C:6]=2[O:26][C@@H:19]1[C:20]1[CH:21]=[CH:22][CH:23]=[CH:24][CH:25]=1)(=[O:29])[CH3:28], predict the reactants needed to synthesize it.